This data is from Full USPTO retrosynthesis dataset with 1.9M reactions from patents (1976-2016). The task is: Predict the reactants needed to synthesize the given product. (1) Given the product [Br:28][C:23]1[C:22](=[O:29])[N:21]([CH3:20])[C:25](=[O:26])[C:24]=1[C:3]1[C:4]2[C:9](=[CH:8][CH:7]=[CH:6][CH:5]=2)[NH:1][CH:2]=1, predict the reactants needed to synthesize it. The reactants are: [NH:1]1[C:9]2[C:4](=[CH:5][CH:6]=[CH:7][CH:8]=2)[CH:3]=[CH:2]1.[Li+].C[Si]([N-][Si](C)(C)C)(C)C.[CH3:20][N:21]1[C:25](=[O:26])[C:24](Br)=[C:23]([Br:28])[C:22]1=[O:29].Cl. (2) Given the product [CH3:32][O:33][C:34](=[O:45])[C:35]1[CH:40]=[CH:39][CH:38]=[C:37]([C:41]2[N:20]=[C:19]([CH2:18][N:11]3[C:12]4[C:17](=[CH:16][CH:15]=[CH:14][CH:13]=4)[C:9]([C:5]4[CH:4]=[C:3]([CH3:31])[C:2]([OH:1])=[C:7]([CH3:8])[CH:6]=4)([C:22]4[CH:27]=[C:26]([CH3:28])[C:25]([OH:29])=[C:24]([CH3:30])[CH:23]=4)[C:10]3=[O:21])[O:43][N:42]=2)[CH:36]=1, predict the reactants needed to synthesize it. The reactants are: [OH:1][C:2]1[C:7]([CH3:8])=[CH:6][C:5]([C:9]2([C:22]3[CH:27]=[C:26]([CH3:28])[C:25]([OH:29])=[C:24]([CH3:30])[CH:23]=3)[C:17]3[C:12](=[CH:13][CH:14]=[CH:15][CH:16]=3)[N:11]([CH2:18][C:19]#[N:20])[C:10]2=[O:21])=[CH:4][C:3]=1[CH3:31].[CH3:32][O:33][C:34](=[O:45])[C:35]1[CH:40]=[CH:39][CH:38]=[C:37]([C:41](Cl)=[N:42][OH:43])[CH:36]=1.C(N(CC)CC)C.[F-].C([N+](CCCC)(CCCC)CCCC)CCC.Cl. (3) Given the product [Cl:1][C:2]1[CH:7]=[CH:6][CH:5]=[CH:4][C:3]=1[CH:8]([N:12]1[CH:16]=[C:15]([CH2:17][N:18]2[C:22](=[O:23])[N:21]([CH2:24][C@H:25]([OH:30])[C:26]([F:29])([F:28])[F:27])[C:20]([C:31]3[CH:36]=[CH:35][C:34]([Cl:37])=[CH:33][CH:32]=3)=[N:19]2)[N:14]=[N:13]1)[C:9]([NH2:52])=[O:10], predict the reactants needed to synthesize it. The reactants are: [Cl:1][C:2]1[CH:7]=[CH:6][CH:5]=[CH:4][C:3]=1[CH:8]([N:12]1[CH:16]=[C:15]([CH2:17][N:18]2[C:22](=[O:23])[N:21]([CH2:24][C@H:25]([OH:30])[C:26]([F:29])([F:28])[F:27])[C:20]([C:31]3[CH:36]=[CH:35][C:34]([Cl:37])=[CH:33][CH:32]=3)=[N:19]2)[N:14]=[N:13]1)[C:9](O)=[O:10].C1C=CC2N(O)N=NC=2C=1.C(Cl)CCl.[NH3:52]. (4) Given the product [Cl:26][C:23]1[CH:24]=[CH:25][C:20]([CH:18]([C:4]2[CH:3]=[C:2]([B:41]3[O:45][C:44]([CH3:47])([CH3:46])[C:43]([CH3:49])([CH3:48])[O:42]3)[S:6][C:5]=2[C:7]2[N:11]=[CH:10][N:9]([CH:12]3[CH2:17][CH2:16][CH2:15][CH2:14][O:13]3)[N:8]=2)[OH:19])=[CH:21][CH:22]=1, predict the reactants needed to synthesize it. The reactants are: Br[C:2]1[S:6][C:5]([C:7]2[N:11]=[CH:10][N:9]([CH:12]3[CH2:17][CH2:16][CH2:15][CH2:14][O:13]3)[N:8]=2)=[C:4]([CH:18]([C:20]2[CH:25]=[CH:24][C:23]([Cl:26])=[CH:22][CH:21]=2)[OH:19])[CH:3]=1.O1CCCC1.C([Mg]Cl)(C)C.C(O[B:41]1[O:45][C:44]([CH3:47])([CH3:46])[C:43]([CH3:49])([CH3:48])[O:42]1)(C)C. (5) Given the product [O:17]=[C:18]1[C:26]2([CH2:30][O:29][C:28]3[CH:31]=[C:32]4[C:36](=[CH:37][C:27]2=3)[CH2:35][CH2:34][O:33]4)[C:25]2[C:20](=[CH:21][CH:22]=[CH:23][CH:24]=2)[N:19]1[CH2:38][C:39]1[CH:40]=[CH:41][C:42]([C:43]([NH:8][CH2:7][CH2:6][C:2]2[S:1][CH:5]=[CH:4][CH:3]=2)=[O:44])=[CH:46][CH:47]=1, predict the reactants needed to synthesize it. The reactants are: [S:1]1[CH:5]=[CH:4][CH:3]=[C:2]1[CH2:6][CH2:7][NH2:8].C1(CN)CCCCC1.[O:17]=[C:18]1[C:26]2([CH2:30][O:29][C:28]3[CH:31]=[C:32]4[C:36](=[CH:37][C:27]2=3)[CH2:35][CH2:34][O:33]4)[C:25]2[C:20](=[CH:21][CH:22]=[CH:23][CH:24]=2)[N:19]1[CH2:38][C:39]1[CH:47]=[CH:46][C:42]([C:43](O)=[O:44])=[CH:41][CH:40]=1.O=C1C2(COC3C=C4C(=CC2=3)CCO4)C2C(=CC=CC=2)N1CC1C=C(C=CC=1)C(O)=O. (6) Given the product [N+:1]([C:4]1[CH:5]=[CH:6][C:7]([CH2:8][N:9]([CH2:10][C:11]2[CH:16]=[CH:15][C:14]([N+:17]([O-:19])=[O:18])=[CH:13][CH:12]=2)[C:22](=[O:24])[CH3:23])=[CH:20][CH:21]=1)([O-:3])=[O:2], predict the reactants needed to synthesize it. The reactants are: [N+:1]([C:4]1[CH:21]=[CH:20][C:7]([CH2:8][NH:9][CH2:10][C:11]2[CH:16]=[CH:15][C:14]([N+:17]([O-:19])=[O:18])=[CH:13][CH:12]=2)=[CH:6][CH:5]=1)([O-:3])=[O:2].[C:22](OC(=O)C)(=[O:24])[CH3:23]. (7) Given the product [CH2:1]([C:17]1[N:18]=[C:13]([C:7]2[CH:8]=[CH:9][C:10]([F:12])=[CH:11][C:6]=2[CH3:5])[C:14]2[C:23]([C:24]#[N:25])=[CH:22][NH:21][C:15]=2[N:16]=1)[CH3:2], predict the reactants needed to synthesize it. The reactants are: [CH3:1][CH2:2][Mg+].[Br-].[CH3:5][C:6]1[CH:11]=[C:10]([F:12])[CH:9]=[CH:8][C:7]=1[C:13]1[C:14]2[C:23]([C:24]#[N:25])=[CH:22][N:21](COCC[Si](C)(C)C)[C:15]=2[N:16]=[C:17](SC)[N:18]=1.[F-].C([N+](CCCC)(CCCC)CCCC)CCC.